This data is from Reaction yield outcomes from USPTO patents with 853,638 reactions. The task is: Predict the reaction yield, written as a fraction of the theoretical maximum amount of product (1.0 means a 100% yield; for example, 0.34 means a 34% yield). (1) The reactants are [Br:1][C:2]1[C:14]([F:15])=[CH:13][C:12]([C:16](=[O:18])[NH2:17])=[C:11]2[C:3]=1[C:4]1[CH2:5][CH2:6][CH:7](C(OCC)=O)[CH2:8][C:9]=1[NH:10]2.[CH3:24][Li].CC[O:28][CH2:29][CH3:30].[NH4+].[Cl-]. The catalyst is C1COCC1.CCOC(C)=O. The product is [Br:1][C:2]1[C:14]([F:15])=[CH:13][C:12]([C:16]([NH2:17])=[O:18])=[C:11]2[C:3]=1[C:4]1[CH2:5][CH2:6][CH:7]([C:29]([OH:28])([CH3:30])[CH3:24])[CH2:8][C:9]=1[NH:10]2. The yield is 0.960. (2) The reactants are Cl[C:2]1[N:7]=[C:6]([NH:8][CH:9]2[CH2:17][CH:16]3[N:12]([CH2:13][CH2:14][CH2:15]3)[C:11]([CH3:19])([CH3:18])[CH2:10]2)[C:5]([F:20])=[CH:4][N:3]=1.[O:21]1[CH2:25][CH2:24][C@@H:23]([O:26][C:27]2[CH:34]=[CH:33][C:32]([NH2:35])=[CH:31][C:28]=2[C:29]#[N:30])[CH2:22]1. The catalyst is CC(O)C. The product is [NH3:3].[CH3:22][OH:21].[O:21]1[CH2:25][CH2:24][C@@H:23]([O:26][C:27]2[CH:34]=[CH:33][C:32]([NH:35][C:2]3[N:7]=[C:6]([NH:8][CH:9]4[CH2:17][CH:16]5[N:12]([CH2:13][CH2:14][CH2:15]5)[C:11]([CH3:19])([CH3:18])[CH2:10]4)[C:5]([F:20])=[CH:4][N:3]=3)=[CH:31][C:28]=2[C:29]#[N:30])[CH2:22]1. The yield is 0.0100. (3) The reactants are FC(F)(F)S(O[C:7]1[CH:16]=[CH:15][C:10]([C:11]([O:13][CH3:14])=[O:12])=[CH:9][C:8]=1[C:17]([O:19][CH3:20])=[O:18])(=O)=O.[F:23][C:24]1[C:25](B(O)O)=[CH:26][C:27]([O:30][CH3:31])=[N:28][CH:29]=1.C(=O)([O-])[O-].[K+].[K+]. The catalyst is CN(C=O)C.[Cl-].[Na+].O.C1C=CC([P]([Pd]([P](C2C=CC=CC=2)(C2C=CC=CC=2)C2C=CC=CC=2)([P](C2C=CC=CC=2)(C2C=CC=CC=2)C2C=CC=CC=2)[P](C2C=CC=CC=2)(C2C=CC=CC=2)C2C=CC=CC=2)(C2C=CC=CC=2)C2C=CC=CC=2)=CC=1. The product is [F:23][C:24]1[C:25]([C:7]2[CH:16]=[CH:15][C:10]([C:11]([O:13][CH3:14])=[O:12])=[CH:9][C:8]=2[C:17]([O:19][CH3:20])=[O:18])=[CH:26][C:27]([O:30][CH3:31])=[N:28][CH:29]=1. The yield is 0.920. (4) The reactants are [CH3:1][O:2][C:3]([C:5]1[C:21]([NH:22][C:23]2[CH:28]=[CH:27][C:26](I)=[CH:25][C:24]=2[CH3:30])=[C:20]([F:31])[C:8]2[N:9]=[C:10]([CH2:12][O:13][CH2:14][CH2:15][Si:16]([CH3:19])([CH3:18])[CH3:17])[NH:11][C:7]=2[CH:6]=1)=[O:4].[CH3:32][N:33](C=O)C. The catalyst is C1C=CC(P(C2C=CC=CC=2)[C-]2C=CC=C2)=CC=1.C1C=CC(P(C2C=CC=CC=2)[C-]2C=CC=C2)=CC=1.[Fe+2].C1C=CC(/C=C/C(/C=C/C2C=CC=CC=2)=O)=CC=1.C1C=CC(/C=C/C(/C=C/C2C=CC=CC=2)=O)=CC=1.C1C=CC(/C=C/C(/C=C/C2C=CC=CC=2)=O)=CC=1.[Pd].[Pd].[C-]#N.[C-]#N.[Zn+2]. The product is [CH3:1][O:2][C:3]([C:5]1[C:21]([NH:22][C:23]2[CH:28]=[CH:27][C:26]([C:32]#[N:33])=[CH:25][C:24]=2[CH3:30])=[C:20]([F:31])[C:8]2[N:9]=[C:10]([CH2:12][O:13][CH2:14][CH2:15][Si:16]([CH3:19])([CH3:18])[CH3:17])[NH:11][C:7]=2[CH:6]=1)=[O:4]. The yield is 0.770. (5) The reactants are [F:1][C:2]([F:22])([F:21])[O:3][C:4]1[CH:20]=[CH:19][C:7]([O:8][CH:9]2[CH2:12][N:11]([CH2:13][CH2:14][CH2:15][C:16](O)=[O:17])[CH2:10]2)=[CH:6][CH:5]=1.S(Cl)([Cl:25])=O. No catalyst specified. The product is [F:1][C:2]([F:22])([F:21])[O:3][C:4]1[CH:20]=[CH:19][C:7]([O:8][CH:9]2[CH2:12][N:11]([CH2:13][CH2:14][CH2:15][C:16]([Cl:25])=[O:17])[CH2:10]2)=[CH:6][CH:5]=1. The yield is 0.970. (6) The reactants are Cl[C:2]1[CH:7]=[CH:6][C:5]([N+:8]([O-:10])=[O:9])=[CH:4][C:3]=1[O:11][CH3:12].[NH:13]1[CH2:17][CH:16]=[CH:15][CH2:14]1.N#N. The catalyst is C(Cl)Cl. The product is [CH3:12][O:11][C:3]1[CH:4]=[C:5]([N+:8]([O-:10])=[O:9])[CH:6]=[CH:7][C:2]=1[N:13]1[CH2:17][CH:16]=[CH:15][CH2:14]1. The yield is 0.840. (7) The product is [C:37]([O:36][C:34]([N:31]1[CH:32]=[CH:33][C:29]([C:2]2[CH:3]=[CH:4][N:5]3[C:10]([C:11]=2[CH3:12])=[C:9]([CH:13]2[CH2:15][CH2:14]2)[CH:8]=[C:7]([C:16]([O:18][CH3:19])=[O:17])[C:6]3=[O:20])=[CH:30]1)=[O:35])([CH3:40])([CH3:38])[CH3:39]. The reactants are Cl[C:2]1[CH:3]=[CH:4][N:5]2[C:10]([C:11]=1[CH3:12])=[C:9]([CH:13]1[CH2:15][CH2:14]1)[CH:8]=[C:7]([C:16]([O:18][CH3:19])=[O:17])[C:6]2=[O:20].CC1(C)C(C)(C)OB([C:29]2[CH:33]=[CH:32][N:31]([C:34]([O:36][C:37]([CH3:40])([CH3:39])[CH3:38])=[O:35])[CH:30]=2)O1. The yield is 0.610. No catalyst specified.